Dataset: Catalyst prediction with 721,799 reactions and 888 catalyst types from USPTO. Task: Predict which catalyst facilitates the given reaction. Reactant: [O:1]=[C:2]1[CH:7]=[CH:6][N:5]([C:8]2[CH:13]=[CH:12][CH:11]=[C:10]([C:14]([F:17])([F:16])[F:15])[CH:9]=2)[N:4]=[C:3]1[C:18]([NH:20][NH2:21])=O.CO[CH:24](OC)[N:25]([CH3:27])C.C(O)(=O)C.N[C:35]1[CH:40]=[CH:39]C=[CH:37][CH:36]=1. Product: [C:24]1([N:25]2[CH:27]=[N:21][N:20]=[C:18]2[C:3]2[C:2](=[O:1])[CH:7]=[CH:6][N:5]([C:8]3[CH:13]=[CH:12][CH:11]=[C:10]([C:14]([F:17])([F:16])[F:15])[CH:9]=3)[N:4]=2)[CH:39]=[CH:40][CH:35]=[CH:36][CH:37]=1. The catalyst class is: 10.